Predict the reaction yield, written as a fraction of the theoretical maximum amount of product (1.0 means a 100% yield; for example, 0.34 means a 34% yield). From a dataset of Reaction yield outcomes from USPTO patents with 853,638 reactions. (1) The reactants are [NH2:1][CH:2]1[CH2:7][CH2:6][N:5]([CH2:8][CH2:9][N:10]2[C:19]3[C:14](=[CH:15][CH:16]=[C:17]([O:20][CH3:21])[CH:18]=3)[N:13]=[CH:12][C:11]2=[O:22])[CH2:4][CH:3]1[OH:23].[O:24]=[C:25]1[CH2:30][O:29][C:28]2[CH:31]=[CH:32][C:33]([CH:35]=O)=[N:34][C:27]=2[NH:26]1.C(O[BH-](OC(=O)C)OC(=O)C)(=O)C.[Na+]. No catalyst specified. The product is [OH:23][CH:3]1[CH:2]([NH:1][CH2:35][C:33]2[CH:32]=[CH:31][C:28]3[O:29][CH2:30][C:25](=[O:24])[NH:26][C:27]=3[N:34]=2)[CH2:7][CH2:6][N:5]([CH2:8][CH2:9][N:10]2[C:19]3[C:14](=[CH:15][CH:16]=[C:17]([O:20][CH3:21])[CH:18]=3)[N:13]=[CH:12][C:11]2=[O:22])[CH2:4]1. The yield is 0.680. (2) The catalyst is [Pd].C(O)C. The product is [OH:8][C:9]1[CH:18]=[C:17]([OH:19])[C:16]([CH:27]([CH3:29])[CH3:28])=[CH:15][C:10]=1[C:11]([O:13][CH3:14])=[O:12]. The yield is 1.00. The reactants are C([O:8][C:9]1[CH:18]=[C:17]([O:19]CC2C=CC=CC=2)[C:16]([C:27]([CH3:29])=[CH2:28])=[CH:15][C:10]=1[C:11]([O:13][CH3:14])=[O:12])C1C=CC=CC=1.CO. (3) The reactants are [CH3:1][O:2][C:3]1[CH:4]=[N:5][CH:6]=[C:7](B2OC(C)(C)C(C)(C)O2)[CH:8]=1.FC(F)(F)S(O[C:24]1[CH:29]=[CH:28][C:27]([C:30]2[N:31]=[N:32][C:33]([N:36]([CH3:47])[CH:37]3[CH2:42][C:41]([CH3:44])([CH3:43])[NH:40][C:39]([CH3:46])([CH3:45])[CH2:38]3)=[CH:34][CH:35]=2)=[C:26]([OH:48])[CH:25]=1)(=O)=O.C(=O)(O)[O-].[Na+].O1CCOCC1. The catalyst is C1C=CC([P]([Pd]([P](C2C=CC=CC=2)(C2C=CC=CC=2)C2C=CC=CC=2)([P](C2C=CC=CC=2)(C2C=CC=CC=2)C2C=CC=CC=2)[P](C2C=CC=CC=2)(C2C=CC=CC=2)C2C=CC=CC=2)(C2C=CC=CC=2)C2C=CC=CC=2)=CC=1.O. The product is [CH3:1][O:2][C:3]1[CH:8]=[C:7]([C:24]2[CH:29]=[CH:28][C:27]([C:30]3[N:31]=[N:32][C:33]([N:36]([CH3:47])[CH:37]4[CH2:42][C:41]([CH3:43])([CH3:44])[NH:40][C:39]([CH3:46])([CH3:45])[CH2:38]4)=[CH:34][CH:35]=3)=[C:26]([OH:48])[CH:25]=2)[CH:6]=[N:5][CH:4]=1. The yield is 0.600. (4) The reactants are [ClH:1].Cl.[NH:3]1[C:7]2=[CH:8][N:9]=[CH:10][CH:11]=[C:6]2[CH:5]=[C:4]1[CH:12]([NH2:14])[CH3:13].[C:15](O)(=[O:22])[C:16]1[CH:21]=[CH:20][CH:19]=[N:18][CH:17]=1.C(N(C(C)C)CC)(C)C.CCN=C=NCCCN(C)C.CN(C1C=CC=CN=1)C.Cl. The catalyst is C(Cl)Cl.CCOC(C)=O.CCO.CCOCC. The product is [ClH:1].[ClH:1].[NH:3]1[C:7]2=[CH:8][N:9]=[CH:10][CH:11]=[C:6]2[CH:5]=[C:4]1[CH:12]([NH:14][C:15](=[O:22])[C:16]1[CH:21]=[CH:20][CH:19]=[N:18][CH:17]=1)[CH3:13]. The yield is 0.110. (5) The reactants are [CH3:1][S:2]([C:5]1[CH:10]=[CH:9][C:8]([C:11]2[CH:16]=[CH:15][C:14]([O:17][CH2:18][CH:19]3[CH2:24][CH2:23][N:22](C(OC(C)(C)C)=O)[CH2:21][CH2:20]3)=[CH:13][CH:12]=2)=[CH:7][CH:6]=1)(=[O:4])=[O:3].[ClH:32]. The catalyst is O1CCOCC1.CCOCC. The product is [ClH:32].[CH3:1][S:2]([C:5]1[CH:6]=[CH:7][C:8]([C:11]2[CH:16]=[CH:15][C:14]([O:17][CH2:18][CH:19]3[CH2:24][CH2:23][NH:22][CH2:21][CH2:20]3)=[CH:13][CH:12]=2)=[CH:9][CH:10]=1)(=[O:4])=[O:3]. The yield is 0.950. (6) The reactants are [Br:1][C:2]1[N:3]=[C:4]2[C:10](I)=[C:9]([C:12]3[CH:17]=[CH:16][C:15]([C:18]4([CH3:23])[O:22][CH2:21][CH2:20][O:19]4)=[CH:14][CH:13]=3)[N:8]([CH2:24][O:25][CH2:26][CH2:27][Si:28]([CH3:31])([CH3:30])[CH3:29])[C:5]2=[N:6][CH:7]=1.[Li][CH2:33][CH2:34]CC.C(I)C.[NH4+].[Cl-]. The catalyst is C1COCC1. The product is [Br:1][C:2]1[N:3]=[C:4]2[C:10]([CH2:33][CH3:34])=[C:9]([C:12]3[CH:17]=[CH:16][C:15]([C:18]4([CH3:23])[O:22][CH2:21][CH2:20][O:19]4)=[CH:14][CH:13]=3)[N:8]([CH2:24][O:25][CH2:26][CH2:27][Si:28]([CH3:31])([CH3:30])[CH3:29])[C:5]2=[N:6][CH:7]=1. The yield is 0.490. (7) The reactants are [F:1][C:2]1[C:11]2[C:6](=[CH:7][CH:8]=[CH:9][CH:10]=2)[C:5](B(O)O)=[CH:4][CH:3]=1.[CH3:15][C:16]1[NH:17][C:18]([CH3:28])=[CH:19][C:20]=1[C:21]1[CH:26]=[CH:25][CH:24]=[C:23](Br)[N:22]=1.C(=O)([O-])[O-].[Na+].[Na+].C(O)C. The catalyst is O. The product is [CH3:15][C:16]1[NH:17][C:18]([CH3:28])=[CH:19][C:20]=1[C:21]1[CH:26]=[CH:25][CH:24]=[C:23]([C:5]2[C:6]3[C:11](=[CH:10][CH:9]=[CH:8][CH:7]=3)[C:2]([F:1])=[CH:3][CH:4]=2)[N:22]=1. The yield is 0.850.